This data is from Catalyst prediction with 721,799 reactions and 888 catalyst types from USPTO. The task is: Predict which catalyst facilitates the given reaction. (1) The catalyst class is: 26. Reactant: [C:1]([O:5][C:6]([N:8]1[CH2:13][CH2:12][C:11](=O)[CH2:10][CH2:9]1)=[O:7])([CH3:4])([CH3:3])[CH3:2].[C:15]([C:19]1[CH:25]=[CH:24][CH:23]=[CH:22][C:20]=1[NH2:21])([CH3:18])([CH3:17])[CH3:16].C(O)(=O)C.C(O[BH-](OC(=O)C)OC(=O)C)(=O)C.[Na+].C(=O)(O)[O-].[Na+]. Product: [C:1]([O:5][C:6]([N:8]1[CH2:13][CH2:12][CH:11]([NH:21][C:20]2[CH:22]=[CH:23][CH:24]=[CH:25][C:19]=2[C:15]([CH3:18])([CH3:17])[CH3:16])[CH2:10][CH2:9]1)=[O:7])([CH3:4])([CH3:3])[CH3:2]. (2) Reactant: C1(OC)C=CC=CC=1.[N+:9]([C:12]1[CH:28]=[CH:27][C:15]2[O:16][C:17]3[C:23]([N+:24]([O-])=O)=[CH:22][CH:21]=[CH:20][C:18]=3[O:19][C:14]=2[CH:13]=1)([O-])=O.[H][H]. Product: [NH2:9][C:12]1[CH:28]=[CH:27][C:15]2[O:16][C:17]3[C:23]([NH2:24])=[CH:22][CH:21]=[CH:20][C:18]=3[O:19][C:14]=2[CH:13]=1. The catalyst class is: 354.